Predict the reactants needed to synthesize the given product. From a dataset of Full USPTO retrosynthesis dataset with 1.9M reactions from patents (1976-2016). (1) Given the product [O:9]=[C:8]1[C:7]([C:13]([O:15][CH2:16][CH3:17])=[O:14])=[CH:6][C:5]2[C:4](=[CH:21][CH:20]=[CH:19][CH:18]=2)[NH:1]1, predict the reactants needed to synthesize it. The reactants are: [N+:1]([C:4]1[CH:21]=[CH:20][CH:19]=[CH:18][C:5]=1[CH:6]=[C:7]([C:13]([O:15][CH2:16][CH3:17])=[O:14])[C:8](OCC)=[O:9])([O-])=O.C(O)(=O)C.C(OCC)(=O)C. (2) Given the product [O:24]=[C:21]1[N:20]=[C:19]([NH:2][CH2:3][C:4]([O:6][C:7]([CH3:10])([CH3:9])[CH3:8])=[O:5])[CH2:23][S:22]1, predict the reactants needed to synthesize it. The reactants are: Cl.[NH2:2][CH2:3][C:4]([O:6][C:7]([CH3:10])([CH3:9])[CH3:8])=[O:5].C(N(CC)CC)C.S=[C:19]1[CH2:23][S:22][C:21](=[O:24])[NH:20]1. (3) Given the product [NH2:38][C:24]1[N:25]=[C:26]([C:28]2[CH:37]=[C:36]3[C:31]([CH2:32][CH2:33][N:34]([C:2]([NH:1][CH:4]4[CH2:5][CH2:6][CH:7]([C:10]([F:11])([F:12])[F:13])[CH2:8][CH2:9]4)=[O:3])[CH2:35]3)=[CH:30][CH:29]=2)[CH:27]=[C:22]([N:19]2[CH2:18][CH2:17][N:16]([CH3:15])[CH2:21][CH2:20]2)[N:23]=1, predict the reactants needed to synthesize it. The reactants are: [N:1]([CH:4]1[CH2:9][CH2:8][CH:7]([C:10]([F:13])([F:12])[F:11])[CH2:6][CH2:5]1)=[C:2]=[O:3].Cl.[CH3:15][N:16]1[CH2:21][CH2:20][N:19]([C:22]2[CH:27]=[C:26]([C:28]3[CH:37]=[C:36]4[C:31]([CH2:32][CH2:33][NH:34][CH2:35]4)=[CH:30][CH:29]=3)[N:25]=[C:24]([NH2:38])[N:23]=2)[CH2:18][CH2:17]1. (4) Given the product [CH3:31][S:32]([O:30][C@:25]([C:19]1[CH:20]=[C:21]([Cl:24])[CH:22]=[CH:23][C:18]=1[NH2:17])([C:6]#[C:7][CH2:8][CH2:9][CH2:10][CH3:11])[C:26]([F:29])([F:27])[F:28])(=[O:34])=[O:33], predict the reactants needed to synthesize it. The reactants are: C([Zn]CC)C.[CH:6]#[C:7][CH2:8][CH2:9][CH2:10][CH3:11].[Li]CCCC.[NH2:17][C:18]1[CH:23]=[CH:22][C:21]([Cl:24])=[CH:20][C:19]=1[C:25](=[O:30])[C:26]([F:29])([F:28])[F:27].[CH3:31][S:32](O)(=[O:34])=[O:33]. (5) Given the product [C:19]1([CH3:28])[CH:24]=[CH:23][C:22]([C@@H:25]([NH:27][C:12](=[O:17])[C@H:13]([CH:14]([CH3:15])[CH3:16])[NH:9][C:1](=[O:8])[C:2]2[CH:3]=[CH:4][CH:5]=[CH:6][CH:7]=2)[CH3:26])=[CH:21][CH:20]=1, predict the reactants needed to synthesize it. The reactants are: [C:1]([N:9]1[C@@H:13]([CH:14]([CH3:16])[CH3:15])[C:12](=[O:17])OC1=O)(=[O:8])[C:2]1[CH:7]=[CH:6][CH:5]=[CH:4][CH:3]=1.[C:19]1([CH3:28])[CH:24]=[CH:23][C:22]([C@@H:25]([NH2:27])[CH3:26])=[CH:21][CH:20]=1.CN1CCOCC1.Cl. (6) Given the product [CH3:16][O:17][C:18]1[CH:23]=[CH:22][C:21]([C:24]23[N:38]([C:13]([C:12]4[C:8]([CH3:7])=[N:9][O:10][CH:11]=4)=[O:15])[CH2:37][CH2:36][N:25]2[C:26](=[O:35])[C:27]2[N:28]([CH:30]=[C:31]([C:33]#[N:34])[CH:32]=2)[CH2:29]3)=[CH:20][CH:19]=1, predict the reactants needed to synthesize it. The reactants are: C(Cl)(=O)C(Cl)=O.[CH3:7][C:8]1[C:12]([C:13]([OH:15])=O)=[CH:11][O:10][N:9]=1.[CH3:16][O:17][C:18]1[CH:23]=[CH:22][C:21]([C:24]23[NH:38][CH2:37][CH2:36][N:25]2[C:26](=[O:35])[C:27]2[N:28]([CH:30]=[C:31]([C:33]#[N:34])[CH:32]=2)[CH2:29]3)=[CH:20][CH:19]=1.